This data is from Reaction yield outcomes from USPTO patents with 853,638 reactions. The task is: Predict the reaction yield, written as a fraction of the theoretical maximum amount of product (1.0 means a 100% yield; for example, 0.34 means a 34% yield). The reactants are C([O:3][C:4](=[O:24])[C:5]1[CH:10]=[CH:9][C:8]([NH:11][C:12]([C:14]2[CH:15]=[CH:16][C:17]3[O:22][CH2:21][CH2:20][NH:19][C:18]=3[CH:23]=2)=[O:13])=[CH:7][CH:6]=1)C.[F:25][C:26]1[CH:27]=[C:28]([S:32](Cl)(=[O:34])=[O:33])[CH:29]=[CH:30][CH:31]=1. The catalyst is N1C=CC=CC=1. The product is [F:25][C:26]1[CH:27]=[C:28]([S:32]([N:19]2[C:18]3[CH:23]=[C:14]([C:12]([NH:11][C:8]4[CH:9]=[CH:10][C:5]([C:4]([OH:3])=[O:24])=[CH:6][CH:7]=4)=[O:13])[CH:15]=[CH:16][C:17]=3[O:22][CH2:21][CH2:20]2)(=[O:34])=[O:33])[CH:29]=[CH:30][CH:31]=1. The yield is 0.440.